From a dataset of Forward reaction prediction with 1.9M reactions from USPTO patents (1976-2016). Predict the product of the given reaction. (1) Given the reactants C([O:3][C:4]([C:6]1[C:7]2[N:8]=CC=N[C:12]=2[C:13]([C:16]2[C:21]([F:22])=[C:20]([O:23][CH3:24])[CH:19]=[C:18]([O:25][CH3:26])[C:17]=2[F:27])=[CH:14][CH:15]=1)=O)C.[CH3:28][N:29]([CH3:39])[CH2:30][C:31]1[N:32]=[C:33]([N+:36]([O-])=O)[NH:34][CH:35]=1.CO.[CH2:42]1[CH2:46]OC[CH2:43]1.CO, predict the reaction product. The product is: [CH3:28][N:29]([CH2:30][C:31]1[N:32]=[C:33]([NH:36][C:4]([C:6]2[CH:15]=[CH:14][C:13]([C:16]3[C:21]([F:22])=[C:20]([O:23][CH3:24])[CH:19]=[C:18]([O:25][CH3:26])[C:17]=3[F:27])=[C:12]3[C:7]=2[N:8]=[CH:46][CH:42]=[CH:43]3)=[O:3])[NH:34][CH:35]=1)[CH3:39]. (2) Given the reactants [F:1][C:2]1[C:3]([N:12]2[CH2:17][CH2:16][CH:15]([N:18]3[CH2:22][CH2:21][N:20]([CH2:23][C:24]4[CH:33]=[CH:32][C:27]([C:28]([O:30]C)=[O:29])=[CH:26][CH:25]=4)[C:19]3=[O:34])[CH2:14][CH2:13]2)=[N:4][CH:5]=[C:6]([C:8]([F:11])([F:10])[F:9])[CH:7]=1.[OH-].[Li+], predict the reaction product. The product is: [F:1][C:2]1[C:3]([N:12]2[CH2:13][CH2:14][CH:15]([N:18]3[CH2:22][CH2:21][N:20]([CH2:23][C:24]4[CH:33]=[CH:32][C:27]([C:28]([OH:30])=[O:29])=[CH:26][CH:25]=4)[C:19]3=[O:34])[CH2:16][CH2:17]2)=[N:4][CH:5]=[C:6]([C:8]([F:11])([F:9])[F:10])[CH:7]=1. (3) Given the reactants FC(F)(F)C(O)=O.[NH2:8][C:9]1[C:14]([C:15]([C:17]2[CH:22]=[CH:21][CH:20]=[CH:19][C:18]=2[O:23][CH3:24])=[O:16])=[CH:13][N:12]=[C:11]([NH:25][CH:26]2[CH2:31][CH2:30][NH:29][CH2:28][CH2:27]2)[N:10]=1.[CH2:32]([S:34](Cl)(=[O:36])=[O:35])[CH3:33], predict the reaction product. The product is: [NH2:8][C:9]1[C:14]([C:15]([C:17]2[CH:22]=[CH:21][CH:20]=[CH:19][C:18]=2[O:23][CH3:24])=[O:16])=[CH:13][N:12]=[C:11]([NH:25][CH:26]2[CH2:31][CH2:30][N:29]([S:34]([CH2:32][CH3:33])(=[O:36])=[O:35])[CH2:28][CH2:27]2)[N:10]=1. (4) Given the reactants F[B-](F)(F)F.C[O+:7]([CH3:9])[CH3:8].CN(C1C2C(N(C)C)=CC=CC=2C=CC=1)C.[C:26]([O:32][CH2:33][C@@H:34]([NH:48][C:49]([O:51][C:52]([CH3:55])([CH3:54])[CH3:53])=[O:50])[C@H:35]([C:38]1[CH:43]=[CH:42][C:41]([C:44]([F:47])([F:46])[F:45])=[CH:40][CH:39]=1)CO)(=[O:31])[C:27]([CH3:30])([CH3:29])[CH3:28], predict the reaction product. The product is: [C:26]([O:32][CH2:33][C@@H:34]([NH:48][C:49]([O:51][C:52]([CH3:55])([CH3:54])[CH3:53])=[O:50])[C@H:35]([C:38]1[CH:39]=[CH:40][C:41]([C:44]([F:47])([F:46])[F:45])=[CH:42][CH:43]=1)[CH2:8][O:7][CH3:9])(=[O:31])[C:27]([CH3:29])([CH3:30])[CH3:28]. (5) Given the reactants Cl[C:2]([CH3:5])([CH3:4])[CH3:3].[Mg].[C:7]([Mg]Cl)([CH3:10])([CH3:9])[CH3:8].[Br-].[Li+].[C:15](Cl)(=[O:19])[C:16](Cl)=[O:17], predict the reaction product. The product is: [CH3:3][C:2]([CH3:5])([C:15](=[O:19])[C:16](=[O:17])[C:7]([CH3:10])([CH3:9])[CH3:8])[CH3:4]. (6) Given the reactants [CH:1]([C:4]1[CH:9]=[CH:8][C:7]([CH:10]2[C:14]3[C:15]([CH3:31])=[C:16]([NH:21][CH2:22][C:23]4[CH:28]=[CH:27][C:26]([O:29][CH3:30])=[CH:25][CH:24]=4)[C:17]([CH3:20])=[C:18]([CH3:19])[C:13]=3[O:12][C:11]2([CH3:33])[CH3:32])=[CH:6][CH:5]=1)([CH3:3])[CH3:2].[CH3:34]I.O, predict the reaction product. The product is: [CH:1]([C:4]1[CH:5]=[CH:6][C:7]([CH:10]2[C:14]3[C:15]([CH3:31])=[C:16]([N:21]([CH2:22][C:23]4[CH:24]=[CH:25][C:26]([O:29][CH3:30])=[CH:27][CH:28]=4)[CH3:34])[C:17]([CH3:20])=[C:18]([CH3:19])[C:13]=3[O:12][C:11]2([CH3:33])[CH3:32])=[CH:8][CH:9]=1)([CH3:3])[CH3:2].